From a dataset of Peptide-MHC class I binding affinity with 185,985 pairs from IEDB/IMGT. Regression. Given a peptide amino acid sequence and an MHC pseudo amino acid sequence, predict their binding affinity value. This is MHC class I binding data. (1) The peptide sequence is SSNAGLATM. The MHC is H-2-Db with pseudo-sequence H-2-Db. The binding affinity (normalized) is 0.175. (2) The peptide sequence is MWQLMYFHRR. The MHC is HLA-A31:01 with pseudo-sequence HLA-A31:01. The binding affinity (normalized) is 0.0614.